Dataset: TCR-epitope binding with 47,182 pairs between 192 epitopes and 23,139 TCRs. Task: Binary Classification. Given a T-cell receptor sequence (or CDR3 region) and an epitope sequence, predict whether binding occurs between them. (1) The TCR CDR3 sequence is CASSPASGSTDTQYF. Result: 0 (the TCR does not bind to the epitope). The epitope is SEVGPEHSLAEY. (2) The epitope is SSNVANYQK. The TCR CDR3 sequence is CASRGNQPQHF. Result: 0 (the TCR does not bind to the epitope). (3) The epitope is RQLLFVVEV. The TCR CDR3 sequence is CASSLARLAEETQYF. Result: 1 (the TCR binds to the epitope).